From a dataset of Full USPTO retrosynthesis dataset with 1.9M reactions from patents (1976-2016). Predict the reactants needed to synthesize the given product. (1) The reactants are: [F-].C([N+](CCCC)(CCCC)CCCC)CCC.[CH3:19][O:20][C:21](=[O:49])[C:22]1[CH:27]=[C:26]([CH3:28])[C:25](Br)=[C:24]([S:30]([CH2:33][C:34]2[CH:39]=[CH:38][CH:37]=[C:36]([Cl:40])[C:35]=2[O:41][Si](C(C)(C)C)(C)C)(=[O:32])=[O:31])[CH:23]=1. Given the product [CH3:19][O:20][C:21]([C:22]1[CH:27]=[C:26]([CH3:28])[C:25]2[O:41][C:35]3[C:36]([Cl:40])=[CH:37][CH:38]=[CH:39][C:34]=3[CH2:33][S:30](=[O:32])(=[O:31])[C:24]=2[CH:23]=1)=[O:49], predict the reactants needed to synthesize it. (2) Given the product [CH3:45][O:46][C:47](=[O:64])[C@@H:48]([NH:63][C:23]([CH:22]1[CH2:21][C:20]2[CH:19]=[C:18]3[C:13]([O:14][C@@H:15]([C:27]4[CH:32]=[CH:31][C:30]([O:33][CH2:34][C:35]5[CH:40]=[CH:39][C:38]([Cl:41])=[C:37]([Cl:42])[CH:36]=5)=[CH:29][CH:28]=4)[C:16](=[O:26])[NH:17]3)=[CH:12][C:11]=2[CH2:10][N:9]1[C:1](=[O:8])[C:2]1[CH:3]=[CH:4][CH:5]=[CH:6][CH:7]=1)=[O:24])[CH2:49][C:50]1[CH:51]=[CH:52][C:53]([O:56][C:57]2[CH:62]=[CH:61][N:60]=[CH:59][CH:58]=2)=[CH:54][CH:55]=1, predict the reactants needed to synthesize it. The reactants are: [C:1]([N:9]1[CH:22]([C:23](O)=[O:24])[CH2:21][C:20]2[CH:19]=[C:18]3[C:13]([O:14][C@@H:15]([C:27]4[CH:32]=[CH:31][C:30]([O:33][CH2:34][C:35]5[CH:40]=[CH:39][C:38]([Cl:41])=[C:37]([Cl:42])[CH:36]=5)=[CH:29][CH:28]=4)[C:16](=[O:26])[NH:17]3)=[CH:12][C:11]=2[CH2:10]1)(=[O:8])[C:2]1[CH:7]=[CH:6][CH:5]=[CH:4][CH:3]=1.Cl.Cl.[CH3:45][O:46][C:47](=[O:64])[C@@H:48]([NH2:63])[CH2:49][C:50]1[CH:55]=[CH:54][C:53]([O:56][C:57]2[CH:62]=[CH:61][N:60]=[CH:59][CH:58]=2)=[CH:52][CH:51]=1. (3) Given the product [C:1]([C:5]1[CH:6]=[C:7]([N:15]2[C:19]([CH:20]([CH:22]3[CH2:23][CH2:24][CH2:25][CH2:26][CH2:27]3)[O:21][CH3:36])=[C:18]([CH3:28])[C:17]([C:29]([O:31][CH2:32][CH3:33])=[O:30])=[CH:16]2)[CH:8]=[C:9]([C:11]2([CH3:14])[CH2:13][CH2:12]2)[CH:10]=1)([CH3:2])([CH3:3])[CH3:4], predict the reactants needed to synthesize it. The reactants are: [C:1]([C:5]1[CH:6]=[C:7]([N:15]2[C:19]([CH:20]([CH:22]3[CH2:27][CH2:26][CH2:25][CH2:24][CH2:23]3)[OH:21])=[C:18]([CH3:28])[C:17]([C:29]([O:31][CH2:32][CH3:33])=[O:30])=[CH:16]2)[CH:8]=[C:9]([C:11]2([CH3:14])[CH2:13][CH2:12]2)[CH:10]=1)([CH3:4])([CH3:3])[CH3:2].[H-].[Na+].[CH3:36]I. (4) Given the product [I:1][C:2]1[CH:3]=[N:4][N:5]([CH2:8][C:9]2([O:16][CH2:17][CH2:18][CH2:19][N:21]3[CH2:26][CH2:25][O:24][CH2:23][CH2:22]3)[CH2:10][CH2:11][CH2:12][CH2:13][CH2:14][CH2:15]2)[C:6]=1[CH3:7], predict the reactants needed to synthesize it. The reactants are: [I:1][C:2]1[CH:3]=[N:4][N:5]([CH2:8][C:9]2([O:16][CH2:17][CH2:18][CH:19]=O)[CH2:15][CH2:14][CH2:13][CH2:12][CH2:11][CH2:10]2)[C:6]=1[CH3:7].[NH:21]1[CH2:26][CH2:25][O:24][CH2:23][CH2:22]1.C(O[BH-](OC(=O)C)OC(=O)C)(=O)C.[Na+].[OH-].[Na+]. (5) Given the product [Cl:1][C:2]1[CH:7]=[C:6]([Cl:8])[CH:5]=[CH:4][C:3]=1[S:9]([NH:12][CH2:13][CH2:14][CH2:15][CH2:16][N:17]([C:29]([NH:28][CH:31]1[CH2:36][CH2:35][CH2:34][CH2:33][CH2:32]1)=[O:30])[CH2:18][CH2:19][O:20][CH2:21][C:22]1[CH:23]=[CH:24][CH:25]=[CH:26][CH:27]=1)(=[O:11])=[O:10], predict the reactants needed to synthesize it. The reactants are: [Cl:1][C:2]1[CH:7]=[C:6]([Cl:8])[CH:5]=[CH:4][C:3]=1[S:9]([NH:12][CH2:13][CH2:14][CH2:15][CH2:16][NH:17][CH2:18][CH2:19][O:20][CH2:21][C:22]1[CH:27]=[CH:26][CH:25]=[CH:24][CH:23]=1)(=[O:11])=[O:10].[N:28]([CH:31]1[CH2:36][CH2:35][CH2:34][CH2:33][CH2:32]1)=[C:29]=[O:30].